From a dataset of Reaction yield outcomes from USPTO patents with 853,638 reactions. Predict the reaction yield, written as a fraction of the theoretical maximum amount of product (1.0 means a 100% yield; for example, 0.34 means a 34% yield). (1) The reactants are [Li]C(CC)C.Br[C:7]1[C:12]([CH3:13])=[CH:11][C:10]([OH:14])=[CH:9][C:8]=1[CH3:15].[CH:16]([Si:19]([CH:32]([CH3:34])[CH3:33])([CH:29]([CH3:31])[CH3:30])[O:20][C:21]1[CH:28]=[CH:27][C:24]([CH:25]=[O:26])=[CH:23][CH:22]=1)([CH3:18])[CH3:17].C(O)(=O)C. The catalyst is C1COCC1.O. The product is [CH3:15][C:8]1[CH:9]=[C:10]([OH:14])[CH:11]=[C:12]([CH3:13])[C:7]=1[CH:25]([C:24]1[CH:23]=[CH:22][C:21]([O:20][Si:19]([CH:29]([CH3:31])[CH3:30])([CH:32]([CH3:34])[CH3:33])[CH:16]([CH3:17])[CH3:18])=[CH:28][CH:27]=1)[OH:26]. The yield is 0.470. (2) The reactants are COC1C=C(OC)C=CC=1C[N:6]([C:31]1[S:35][N:34]=[CH:33][N:32]=1)[S:7]([C:10]1[CH:15]=[C:14]([F:16])[C:13]([O:17][C@H:18]2[CH2:23][CH2:22][CH2:21][CH2:20][C@@H:19]2[C:24]2[CH:29]=[CH:28][CH:27]=[CH:26][CH:25]=2)=[CH:12][C:11]=1[F:30])(=[O:9])=[O:8].C([SiH](CC)CC)C.FC(F)(F)C(O)=O. The catalyst is ClCCl. The product is [F:30][C:11]1[CH:12]=[C:13]([O:17][C@H:18]2[CH2:23][CH2:22][CH2:21][CH2:20][C@@H:19]2[C:24]2[CH:25]=[CH:26][CH:27]=[CH:28][CH:29]=2)[C:14]([F:16])=[CH:15][C:10]=1[S:7]([NH:6][C:31]1[S:35][N:34]=[CH:33][N:32]=1)(=[O:9])=[O:8]. The yield is 0.740. (3) The reactants are CN(C(ON1N=NC2C=CC=NC1=2)=[N+](C)C)C.F[P-](F)(F)(F)(F)F.[CH3:25][O:26][C:27]1[CH:32]=[CH:31][C:30]([C:33]2[CH:38]=[CH:37][C:36]([C:39]([OH:41])=O)=[C:35]([N+:42]([O-:44])=[O:43])[CH:34]=2)=[CH:29][CH:28]=1.[NH2:45][C:46]([CH2:57][CH3:58])([CH2:51][CH2:52][CH2:53][CH2:54][CH2:55]C)[C:47]([O:49][CH3:50])=[O:48].C(N(C(C)C)CC)(C)C. The catalyst is CN(C=O)C.C(OCC)(=O)C.CCCCCC.C(OCC)(=O)C. The product is [N+:42]([C:35]1[CH:34]=[C:33]([C:30]2[CH:29]=[CH:28][C:27]([O:26][CH3:25])=[CH:32][CH:31]=2)[CH:38]=[CH:37][C:36]=1[C:39]([NH:45][C:46]1([C:47]([O:49][CH3:50])=[O:48])[CH2:51][CH2:52][CH2:53][CH2:54][CH2:55][CH2:58][CH2:57]1)=[O:41])([O-:44])=[O:43]. The yield is 0.680. (4) The reactants are C(O[C:4](=[O:15])[CH:5]([CH3:14])[C:6](=[O:13])[CH2:7][C:8]([O:10][CH2:11][CH3:12])=[O:9])C.C(OC(O[CH2:22][CH3:23])=C)C.[CH3:24][NH2:25]. The catalyst is C(OCC)C.C[O-].[Na+]. The product is [CH2:11]([O:10][C:8]([C:7]1[C:6]([OH:13])=[C:5]([CH3:14])[C:4](=[O:15])[N:25]([CH3:24])[C:22]=1[CH3:23])=[O:9])[CH3:12]. The yield is 0.340. (5) The reactants are S(O[C:9]1[CH:14]=[C:13]([C:15]([F:18])([F:17])[F:16])[CH:12]=[CH:11][C:10]=1[Cl:19])(C(F)(F)F)(=O)=O.C1C=CC(P(C2C=CC=CC=2)CCCP(C2C=CC=CC=2)C2C=CC=CC=2)=CC=1.C(N(CC)CC)C.[C]=[O:57].C([O:60][CH2:61]C)C. The catalyst is [OH-].[Na+].CC([O-])=O.CC([O-])=O.[Pd+2].O.C(#N)C. The product is [Cl:19][C:10]1[CH:11]=[CH:12][C:13]([C:15]([F:18])([F:17])[F:16])=[CH:14][C:9]=1[C:61]([OH:60])=[O:57]. The yield is 0.350. (6) The reactants are [NH2:1][C:2]1[N:6]([CH3:7])[C:5](=[O:8])[C:4]([C:21]2[CH:26]=[CH:25][C:24]([F:27])=[C:23](Br)[CH:22]=2)([C:9]2[CH:14]=[CH:13][C:12]([S:15]([F:20])([F:19])([F:18])([F:17])[F:16])=[CH:11][CH:10]=2)[N:3]=1.[CH3:29][O:30][C:31]1[CH:32]=[N:33][CH:34]=[C:35](B2OC(C)(C)C(C)(C)O2)[CH:36]=1. No catalyst specified. The product is [NH2:1][C:2]1[N:6]([CH3:7])[C:5](=[O:8])[C:4]([C:21]2[CH:26]=[CH:25][C:24]([F:27])=[C:23]([C:35]3[CH:34]=[N:33][CH:32]=[C:31]([O:30][CH3:29])[CH:36]=3)[CH:22]=2)([C:9]2[CH:14]=[CH:13][C:12]([S:15]([F:20])([F:19])([F:18])([F:17])[F:16])=[CH:11][CH:10]=2)[N:3]=1. The yield is 0.520. (7) The reactants are [CH2:1]([O:3][C:4]([CH:6]1[CH2:10][CH2:9][NH:8][CH2:7]1)=[O:5])[CH3:2].[CH2:11]([O:13][C:14]1[CH:22]=[CH:21][CH:20]=[CH:19][C:15]=1[C:16](Cl)=[O:17])[CH3:12]. No catalyst specified. The product is [CH2:1]([O:3][C:4]([CH:6]1[CH2:10][CH2:9][N:8]([C:16](=[O:17])[C:15]2[CH:19]=[CH:20][CH:21]=[CH:22][C:14]=2[O:13][CH2:11][CH3:12])[CH2:7]1)=[O:5])[CH3:2]. The yield is 0.830.